This data is from Full USPTO retrosynthesis dataset with 1.9M reactions from patents (1976-2016). The task is: Predict the reactants needed to synthesize the given product. (1) Given the product [CH3:13][C:19]([OH:18])([CH3:20])[C:5]1[CH:11]=[CH:12][C:2]([I:1])=[CH:3][CH:4]=1, predict the reactants needed to synthesize it. The reactants are: [I:1][C:2]1[CH:12]=[CH:11][C:5](C(OCC)=O)=[CH:4][CH:3]=1.[CH3:13][Mg+].[Br-].CC[O:18][CH2:19][CH3:20]. (2) Given the product [F:1][C:2]1[CH:3]=[C:4]([C:9](=[O:25])[C:10]([C:12]2[CH:17]=[CH:16][C:15]([C:18]([F:21])([F:19])[F:20])=[CH:14][CH:13]=2)=[O:11])[CH:5]=[C:6]([F:8])[CH:7]=1, predict the reactants needed to synthesize it. The reactants are: [F:1][C:2]1[CH:3]=[C:4]([CH2:9][C:10]([C:12]2[CH:17]=[CH:16][C:15]([C:18]([F:21])([F:20])[F:19])=[CH:14][CH:13]=2)=[O:11])[CH:5]=[C:6]([F:8])[CH:7]=1.C1C(=O)N(Br)C(=[O:25])C1.